Dataset: Forward reaction prediction with 1.9M reactions from USPTO patents (1976-2016). Task: Predict the product of the given reaction. (1) Given the reactants [CH3:1][O:2][C:3]1[CH:8]=[CH:7][C:6]([NH:9][C:10]2[CH:15]=[CH:14][C:13]([C:16]3[O:17][C:18]4[CH:24]=[CH:23][CH:22]=[CH:21][C:19]=4[N:20]=3)=[CH:12][C:11]=2[N+:25]([O-])=O)=[CH:5][CH:4]=1.[H][H].[C:30](Cl)(=O)[CH3:31].C(=O)([O-])O.[Na+], predict the reaction product. The product is: [O:17]1[C:18]2[CH:24]=[CH:23][CH:22]=[CH:21][C:19]=2[N:20]=[C:16]1[C:13]1[CH:14]=[CH:15][C:10]2[N:9]([C:6]3[CH:7]=[CH:8][C:3]([O:2][CH3:1])=[CH:4][CH:5]=3)[C:30]([CH3:31])=[N:25][C:11]=2[CH:12]=1. (2) Given the reactants O.[OH-].[Li+].C[O:5][C:6](=[O:40])[C:7]1[CH:12]=[CH:11][C:10]([CH:13]2[CH2:18][CH2:17][CH2:16][CH2:15][N:14]2[CH2:19][C:20]2[N:21]([CH2:34][CH2:35][CH2:36][CH3:37])[C:22]([C:26]3[C:31]([CH3:32])=[CH:30][CH:29]=[CH:28][C:27]=3[CH3:33])=[N:23][C:24]=2[Cl:25])=[CH:9][C:8]=1[O:38][CH3:39].Cl, predict the reaction product. The product is: [CH2:34]([N:21]1[C:20]([CH2:19][N:14]2[CH2:15][CH2:16][CH2:17][CH2:18][CH:13]2[C:10]2[CH:11]=[CH:12][C:7]([C:6]([OH:40])=[O:5])=[C:8]([O:38][CH3:39])[CH:9]=2)=[C:24]([Cl:25])[N:23]=[C:22]1[C:26]1[C:27]([CH3:33])=[CH:28][CH:29]=[CH:30][C:31]=1[CH3:32])[CH2:35][CH2:36][CH3:37]. (3) Given the reactants [Cl:1][C:2]1[CH:7]=[CH:6][C:5]([CH2:8][C:9]([OH:11])=[O:10])=[CH:4][C:3]=1[F:12].OS(O)(=O)=O.[CH3:18]O, predict the reaction product. The product is: [Cl:1][C:2]1[CH:7]=[CH:6][C:5]([CH2:8][C:9]([O:11][CH3:18])=[O:10])=[CH:4][C:3]=1[F:12].